This data is from Full USPTO retrosynthesis dataset with 1.9M reactions from patents (1976-2016). The task is: Predict the reactants needed to synthesize the given product. (1) Given the product [F:22][C:18]1[C:17]([CH3:23])=[C:16]([N:15]2[C:11]([S:8]([C:5]3[CH:6]=[N:7][C:2]([CH3:34])=[CH:3][CH:4]=3)(=[O:10])=[O:9])=[CH:12][C:13]([CH2:24][N:25]([CH3:33])[C:26](=[O:32])[O:27][C:28]([CH3:31])([CH3:30])[CH3:29])=[N:14]2)[CH:21]=[CH:20][CH:19]=1, predict the reactants needed to synthesize it. The reactants are: Cl[C:2]1[N:7]=[CH:6][C:5]([S:8]([C:11]2[N:15]([C:16]3[CH:21]=[CH:20][CH:19]=[C:18]([F:22])[C:17]=3[CH3:23])[N:14]=[C:13]([CH2:24][N:25]([CH3:33])[C:26](=[O:32])[O:27][C:28]([CH3:31])([CH3:30])[CH3:29])[CH:12]=2)(=[O:10])=[O:9])=[CH:4][CH:3]=1.[CH3:34][Mg]Br.C(OCC)C.O. (2) Given the product [Cl:20][C:17]1[CH:16]=[CH:15][C:14]([NH:13][CH:10]2[CH2:11][CH2:12][NH:8][CH2:9]2)=[CH:19][CH:18]=1, predict the reactants needed to synthesize it. The reactants are: C(OC([N:8]1[CH2:12][CH2:11][CH:10]([NH:13][C:14]2[CH:19]=[CH:18][C:17]([Cl:20])=[CH:16][CH:15]=2)[CH2:9]1)=O)(C)(C)C.C(O)(C(F)(F)F)=O. (3) Given the product [CH3:19][O:18][C:16](=[O:17])[CH2:15][C:7]1[C:6]2[C:10](=[CH:11][C:3]([O:2][CH3:1])=[CH:4][CH:5]=2)[CH:9]([OH:12])[C:8]=1[CH3:13], predict the reactants needed to synthesize it. The reactants are: [CH3:1][O:2][C:3]1[CH:11]=[C:10]2[C:6]([CH2:7][CH:8]([CH3:13])[C:9]2=[O:12])=[CH:5][CH:4]=1.Br[CH2:15][C:16]([O:18][CH3:19])=[O:17].C1C=CC=CC=1.II. (4) Given the product [C:4]([C:5]1[CH:10]=[CH:9][C:8]([C:11]2[CH:16]=[CH:15][CH:14]=[CH:13][CH:12]=2)=[C:7]([C:17]([F:18])([F:19])[F:20])[CH:6]=1)#[CH:3], predict the reactants needed to synthesize it. The reactants are: C[Si](C)(C)[C:3]#[C:4][C:5]1[CH:10]=[CH:9][C:8]([C:11]2[CH:16]=[CH:15][CH:14]=[CH:13][CH:12]=2)=[C:7]([C:17]([F:20])([F:19])[F:18])[CH:6]=1. (5) Given the product [ClH:41].[F:1][C:2]1[CH:18]=[C:17]([C:19]2[C:20]3[C:21]4[CH:35]=[CH:34][S:33][C:22]=4[C:23](=[O:32])[NH:24][C:25]=3[C:26]([CH3:31])=[CH:27][C:28]=2[OH:29])[CH:16]=[CH:15][C:3]=1[CH2:4][CH2:5][NH:6][CH3:7], predict the reactants needed to synthesize it. The reactants are: [F:1][C:2]1[CH:18]=[C:17]([C:19]2[C:20]3[C:21]4[CH:35]=[CH:34][S:33][C:22]=4[C:23](=[O:32])[NH:24][C:25]=3[C:26]([CH3:31])=[CH:27][C:28]=2[O:29]C)[CH:16]=[CH:15][C:3]=1[CH2:4][CH2:5][N:6](C)[C:7](=O)OC(C)(C)C.B(Br)(Br)Br.C(Cl)[Cl:41].